This data is from Reaction yield outcomes from USPTO patents with 853,638 reactions. The task is: Predict the reaction yield, written as a fraction of the theoretical maximum amount of product (1.0 means a 100% yield; for example, 0.34 means a 34% yield). The catalyst is C(#N)C. The yield is 0.132. The reactants are [F:1][C:2]1[CH:3]=[C:4]([OH:8])[CH:5]=[CH:6][CH:7]=1.[Br:9][CH2:10][CH2:11][CH2:12]Br.C([O-])([O-])=O.[Cs+].[Cs+]. The product is [F:1][C:2]1[CH:3]=[C:4]([O:8][CH2:12][CH2:11][CH2:10][Br:9])[CH:5]=[CH:6][CH:7]=1.